From a dataset of Peptide-MHC class I binding affinity with 185,985 pairs from IEDB/IMGT. Regression. Given a peptide amino acid sequence and an MHC pseudo amino acid sequence, predict their binding affinity value. This is MHC class I binding data. (1) The MHC is HLA-A68:02 with pseudo-sequence HLA-A68:02. The peptide sequence is ASPISSIFSR. The binding affinity (normalized) is 0. (2) The peptide sequence is GTDSGFAAY. The MHC is HLA-A29:02 with pseudo-sequence HLA-A29:02. The binding affinity (normalized) is 0.633. (3) The MHC is Patr-A0401 with pseudo-sequence Patr-A0401. The binding affinity (normalized) is 0. The peptide sequence is DPYKEFGATV. (4) The peptide sequence is NEYRQYLDAY. The MHC is HLA-B45:01 with pseudo-sequence HLA-B45:01. The binding affinity (normalized) is 0.214. (5) The peptide sequence is ASRGLWDSF. The MHC is HLA-B44:02 with pseudo-sequence HLA-B44:02. The binding affinity (normalized) is 0.0847. (6) The peptide sequence is MAEFEDQLV. The MHC is HLA-A68:02 with pseudo-sequence HLA-A68:02. The binding affinity (normalized) is 0.398. (7) The peptide sequence is KLQDLTLRC. The MHC is HLA-B46:01 with pseudo-sequence HLA-B46:01. The binding affinity (normalized) is 0.0847. (8) The peptide sequence is SAGVGAVAM. The MHC is HLA-A02:03 with pseudo-sequence HLA-A02:03. The binding affinity (normalized) is 0.0987. (9) The peptide sequence is FPVRPQVPLR. The MHC is HLA-B08:01 with pseudo-sequence HLA-B08:01. The binding affinity (normalized) is 0.0668. (10) The peptide sequence is LMGVPYCNY. The MHC is HLA-A24:02 with pseudo-sequence HLA-A24:02. The binding affinity (normalized) is 0.